From a dataset of Forward reaction prediction with 1.9M reactions from USPTO patents (1976-2016). Predict the product of the given reaction. The product is: [S:1]1[C:5]2[CH:6]=[CH:7][CH:8]=[CH:9][C:4]=2[N:3]=[C:2]1[C:10]1[C:11]([NH2:22])=[N:12][NH:13][C:14]=1[NH:15][CH2:16][C:17]1[NH:21][CH:20]=[CH:19][N:18]=1. Given the reactants [S:1]1[C:5]2[CH:6]=[CH:7][CH:8]=[CH:9][C:4]=2[N:3]=[C:2]1[C:10]1[C:11]([NH2:22])=[N:12][NH:13][C:14]=1[N:15]=[CH:16][C:17]1[NH:18][CH:19]=[CH:20][N:21]=1.[BH4-].[Na+], predict the reaction product.